This data is from Reaction yield outcomes from USPTO patents with 853,638 reactions. The task is: Predict the reaction yield, written as a fraction of the theoretical maximum amount of product (1.0 means a 100% yield; for example, 0.34 means a 34% yield). (1) The reactants are Cl[C:2]1[CH:3]=[C:4]([F:9])[C:5]([F:8])=[N:6][CH:7]=1.[B:10]1([B:10]2[O:14][C:13]([CH3:16])([CH3:15])[C:12]([CH3:18])([CH3:17])[O:11]2)[O:14][C:13]([CH3:16])([CH3:15])[C:12]([CH3:18])([CH3:17])[O:11]1.CC(C1C=C(C(C)C)C(C2C=CC=CC=2P(C2CCCCC2)C2CCCCC2)=C(C(C)C)C=1)C. The catalyst is C1C=CC(/C=C/C(/C=C/C2C=CC=CC=2)=O)=CC=1.C1C=CC(/C=C/C(/C=C/C2C=CC=CC=2)=O)=CC=1.C1C=CC(/C=C/C(/C=C/C2C=CC=CC=2)=O)=CC=1.[Pd].[Pd].O1CCOCC1. The product is [F:8][C:5]1[C:4]([F:9])=[CH:3][C:2]([B:10]2[O:14][C:13]([CH3:16])([CH3:15])[C:12]([CH3:18])([CH3:17])[O:11]2)=[CH:7][N:6]=1. The yield is 0.690. (2) The reactants are [CH3:1][CH:2]1[CH2:7][CH2:6][C:5](=O)[CH2:4][CH2:3]1.C1CCCCC1.Cl.[Br:16][C:17]1[CH:22]=[CH:21][C:20]([NH:23]N)=[CH:19][CH:18]=1. The catalyst is C(O)(=O)C. The product is [Br:16][C:17]1[CH:22]=[C:21]2[C:20](=[CH:19][CH:18]=1)[NH:23][C:5]1[CH2:6][CH2:7][CH:2]([CH3:1])[CH2:3][C:4]2=1. The yield is 0.740.